Dataset: Catalyst prediction with 721,799 reactions and 888 catalyst types from USPTO. Task: Predict which catalyst facilitates the given reaction. (1) Reactant: [H-].[Na+].[OH:3][C:4]1[CH:9]=[CH:8][C:7]([CH2:10][CH2:11][C:12]([O:14][CH3:15])=[O:13])=[CH:6][CH:5]=1.[CH2:16](Br)[C:17]1[CH:22]=[CH:21][CH:20]=[CH:19][CH:18]=1. Product: [CH2:16]([O:3][C:4]1[CH:5]=[CH:6][C:7]([CH2:10][CH2:11][C:12]([O:14][CH3:15])=[O:13])=[CH:8][CH:9]=1)[C:17]1[CH:22]=[CH:21][CH:20]=[CH:19][CH:18]=1. The catalyst class is: 3. (2) Reactant: [CH3:1][O:2][C:3]1[CH:4]=[CH:5][C:6]2[NH:12][C:11](=[O:13])[N:10]([CH:14]3[CH2:19][CH2:18][N:17]([C:20]4[N:25]=[CH:24][N:23]=[C:22]([C:26](O)=[O:27])[CH:21]=4)[CH2:16][CH2:15]3)[CH2:9][CH2:8][C:7]=2[CH:29]=1.Cl.[CH2:31]1[CH:35]2[CH2:36][CH2:37][CH2:38][CH:34]2[CH2:33][NH:32]1.CN(C(ON1N=NC2C=CC=CC1=2)=[N+](C)C)C.[B-](F)(F)(F)F.C(=O)([O-])O.[Na+]. Product: [CH2:31]1[CH:35]2[CH2:36][CH2:37][CH2:38][CH:34]2[CH2:33][N:32]1[C:26]([C:22]1[N:23]=[CH:24][N:25]=[C:20]([N:17]2[CH2:18][CH2:19][CH:14]([N:10]3[CH2:9][CH2:8][C:7]4[CH:29]=[C:3]([O:2][CH3:1])[CH:4]=[CH:5][C:6]=4[NH:12][C:11]3=[O:13])[CH2:15][CH2:16]2)[CH:21]=1)=[O:27]. The catalyst class is: 3. (3) Reactant: [F:1][C:2]1[N:7]=[CH:6][C:5]([C:8]([C:11]2[CH:16]=[CH:15][C:14]([S:17][CH3:18])=[CH:13][CH:12]=2)(O)[CH3:9])=[CH:4][CH:3]=1.FC(F)(F)C(O)=O.C(=O)(O)[O-].[Na+]. Product: [F:1][C:2]1[CH:3]=[CH:4][C:5]([C:8]([C:11]2[CH:12]=[CH:13][C:14]([S:17][CH3:18])=[CH:15][CH:16]=2)=[CH2:9])=[CH:6][N:7]=1. The catalyst class is: 2. (4) Reactant: [F:1][C:2]([F:27])([F:26])[C:3]1[CH:8]=[CH:7][N:6]=[C:5]([NH:9][C:10]([C:12]2[CH:13]=[C:14]3[C:19](=[CH:20][CH:21]=2)[C:18]([O:22][CH3:23])=[N:17][N:16]=[C:15]3[O:24]C)=[O:11])[CH:4]=1.Br.[OH-].[Na+]. Product: [F:26][C:2]([F:1])([F:27])[C:3]1[CH:8]=[CH:7][N:6]=[C:5]([NH:9][C:10]([C:12]2[CH:13]=[C:14]3[C:19](=[CH:20][CH:21]=2)[C:18]([O:22][CH3:23])=[N:17][N:16]=[C:15]3[OH:24])=[O:11])[CH:4]=1. The catalyst class is: 12. (5) Reactant: Br[C:2]1[CH:3]=[N:4][C:5]([NH:8][CH2:9][C:10]2[CH:15]=[C:14]([C:16]([F:19])([F:18])[F:17])[CH:13]=[CH:12][C:11]=2[C:20]2[CH:25]=[C:24]([CH:26]([CH3:28])[CH3:27])[CH:23]=[CH:22][C:21]=2[O:29][CH3:30])=[N:6][CH:7]=1.C(P(C(C)(C)C)C1C=CC=CC=1C1C=CC=CC=1)(C)(C)C.[NH:52]1[CH2:57][CH2:56][O:55][CH2:54][CH2:53]1.CC(C)([O-])C.[Na+]. Product: [CH:26]([C:24]1[CH:23]=[CH:22][C:21]([O:29][CH3:30])=[C:20]([C:11]2[CH:12]=[CH:13][C:14]([C:16]([F:19])([F:18])[F:17])=[CH:15][C:10]=2[CH2:9][NH:8][C:5]2[N:4]=[CH:3][C:2]([N:52]3[CH2:57][CH2:56][O:55][CH2:54][CH2:53]3)=[CH:7][N:6]=2)[CH:25]=1)([CH3:28])[CH3:27]. The catalyst class is: 101.